From a dataset of Forward reaction prediction with 1.9M reactions from USPTO patents (1976-2016). Predict the product of the given reaction. (1) Given the reactants [CH3:1][C:2]1[O:6][C:5]([C:7]2[CH:12]=[CH:11][CH:10]=[CH:9][CH:8]=2)=[N:4][C:3]=1[CH2:13][O:14][C:15]1[CH:35]=[CH:34][C:18]([CH2:19][O:20][C:21]2[CH:22]=[C:23]([CH2:27][CH2:28][C:29]([O:31]CC)=[O:30])[CH:24]=[CH:25][CH:26]=2)=[CH:17][CH:16]=1.O1CCCC1.[OH-].[Na+].Cl, predict the reaction product. The product is: [CH3:1][C:2]1[O:6][C:5]([C:7]2[CH:12]=[CH:11][CH:10]=[CH:9][CH:8]=2)=[N:4][C:3]=1[CH2:13][O:14][C:15]1[CH:35]=[CH:34][C:18]([CH2:19][O:20][C:21]2[CH:22]=[C:23]([CH2:27][CH2:28][C:29]([OH:31])=[O:30])[CH:24]=[CH:25][CH:26]=2)=[CH:17][CH:16]=1. (2) Given the reactants [ClH:1].[C:2](=[O:5])([OH:4])[NH2:3].[NH:6]1[CH2:11][CH2:10][CH2:9][CH2:8][CH2:7]1, predict the reaction product. The product is: [ClH:1].[C:2](=[O:4])([OH:5])[NH2:3].[NH:6]1[CH2:11][CH2:10][CH2:9][CH2:8][CH2:7]1.